From a dataset of NCI-60 drug combinations with 297,098 pairs across 59 cell lines. Regression. Given two drug SMILES strings and cell line genomic features, predict the synergy score measuring deviation from expected non-interaction effect. Drug 1: CC1=CC2C(CCC3(C2CCC3(C(=O)C)OC(=O)C)C)C4(C1=CC(=O)CC4)C. Drug 2: CC1CCCC2(C(O2)CC(NC(=O)CC(C(C(=O)C(C1O)C)(C)C)O)C(=CC3=CSC(=N3)C)C)C. Cell line: OVCAR-8. Synergy scores: CSS=5.91, Synergy_ZIP=2.30, Synergy_Bliss=4.72, Synergy_Loewe=2.51, Synergy_HSA=3.33.